This data is from Full USPTO retrosynthesis dataset with 1.9M reactions from patents (1976-2016). The task is: Predict the reactants needed to synthesize the given product. (1) Given the product [NH2:23][C:22]1[CH:24]=[CH:25][C:19]([C:17]#[C:18][C:2]2[CH:11]=[CH:10][N:9]=[C:8]3[C:3]=2[C:4]2[CH:16]=[CH:15][CH:14]=[CH:13][C:5]=2[C:6](=[O:12])[NH:7]3)=[CH:20][CH:21]=1, predict the reactants needed to synthesize it. The reactants are: Cl[C:2]1[CH:11]=[CH:10][N:9]=[C:8]2[C:3]=1[C:4]1[CH:16]=[CH:15][CH:14]=[CH:13][C:5]=1[C:6](=[O:12])[NH:7]2.[C:17]([C:19]1[CH:25]=[CH:24][C:22]([NH2:23])=[CH:21][CH:20]=1)#[CH:18]. (2) Given the product [CH3:25][NH:26][C:20]([C:7]1[C:8]2[CH2:9][CH2:10][CH:11]([C:14]3[CH:19]=[CH:18][CH:17]=[CH:16][CH:15]=3)[NH:12][C:13]=2[C:4]2[N:3]=[C:2]([CH3:1])[N:23]([CH3:24])[C:5]=2[CH:6]=1)=[O:21], predict the reactants needed to synthesize it. The reactants are: [CH3:1][C:2]1[N:23]([CH3:24])[C:5]2[CH:6]=[C:7]([C:20](O)=[O:21])[C:8]3[CH2:9][CH2:10][CH:11]([C:14]4[CH:19]=[CH:18][CH:17]=[CH:16][CH:15]=4)[NH:12][C:13]=3[C:4]=2[N:3]=1.[CH3:25][NH2:26].O.